Dataset: Full USPTO retrosynthesis dataset with 1.9M reactions from patents (1976-2016). Task: Predict the reactants needed to synthesize the given product. (1) The reactants are: S(=O)(=O)(O)O.[NH2:6][C:7]1[CH:11]=[N:10][N:9]2[CH2:12][CH2:13][NH:14][C:8]=12.C(N(C(C)C)C(C)C)C.[C:24]([O:28][C:29]([NH:31][CH2:32][C:33](ON1C(=O)CCC1=O)=[O:34])=[O:30])([CH3:27])([CH3:26])[CH3:25]. Given the product [C:24]([O:28][C:29]([NH:31][CH2:32][C:33]([NH:6][C:7]1[CH:11]=[N:10][N:9]2[CH2:12][CH2:13][NH:14][C:8]=12)=[O:34])=[O:30])([CH3:27])([CH3:26])[CH3:25], predict the reactants needed to synthesize it. (2) Given the product [F:16][CH:14]1[CH2:15][N:12]([CH:10]2[CH2:11][NH:8][CH2:9]2)[CH2:13]1, predict the reactants needed to synthesize it. The reactants are: C(OC([N:8]1[CH2:11][CH:10]([N:12]2[CH2:15][CH:14]([F:16])[CH2:13]2)[CH2:9]1)=O)(C)(C)C. (3) The reactants are: [O:1]1[C:5]2[CH:6]=[CH:7][C:8]([C:10]3[S:11][CH:12]=[C:13]([C:15]([OH:17])=O)[N:14]=3)=[CH:9][C:4]=2[CH2:3][CH2:2]1.[NH:18]1[C:22]([NH2:23])=[N:21][CH:20]=[N:19]1.F[P-](F)(F)(F)(F)F.N1(OC(N(C)C)=[N+](C)C)C2C=CC=C[C:34]=2N=N1. Given the product [O:1]1[C:5]2[CH:6]=[CH:7][C:8]([C:10]3[S:11][CH:12]=[C:13]([C:15]([NH:23][C:22]4[NH:18][N:19]=[C:20]([CH3:34])[N:21]=4)=[O:17])[N:14]=3)=[CH:9][C:4]=2[CH2:3][CH2:2]1, predict the reactants needed to synthesize it. (4) The reactants are: [OH:1][CH:2]1[CH2:7][CH2:6][NH:5][CH2:4][CH2:3]1.C(N(CC)CC)C.[CH3:15][C:16]([CH3:21])([CH3:20])[C:17](Cl)=[O:18].[C:22](Cl)(=[O:26])[C:23]([CH3:25])=[CH2:24].[OH-].[Na+].C(O)(=O)CC(CC(O)=O)(C(O)=O)O. Given the product [C:22]([O:1][CH:2]1[CH2:7][CH2:6][N:5]([C:17](=[O:18])[C:16]([CH3:21])([CH3:20])[CH3:15])[CH2:4][CH2:3]1)(=[O:26])[C:23]([CH3:25])=[CH2:24], predict the reactants needed to synthesize it. (5) Given the product [ClH:2].[Cl:2][C:3]1[C:12]2[C:11](=[O:13])[NH:10][C@H:9]3[CH2:14][N:15]([CH2:19][CH3:20])[CH2:16][C@@H:8]3[C:7]=2[CH:6]=[C:5]([CH2:17][CH3:18])[CH:4]=1, predict the reactants needed to synthesize it. The reactants are: Cl.[Cl:2][C:3]1[C:12]2[C:11](=[O:13])[NH:10][C@H:9]3[CH2:14][NH:15][CH2:16][C@@H:8]3[C:7]=2[CH:6]=[C:5]([CH2:17][CH3:18])[CH:4]=1.[CH:19](=O)[CH3:20].[BH4-].[Na+].Cl. (6) Given the product [F:21][C:2]1([F:1])[CH2:5][N:4]([CH:6]2[CH2:11][CH2:10][C:9]([C:12]3[C:20]4[C:15](=[CH:16][CH:17]=[CH:18][CH:19]=4)[N:14]([C:23]4[CH:28]=[CH:27][C:26]([N+:29]([O-:31])=[O:30])=[CH:25][CH:24]=4)[CH:13]=3)=[CH:8][CH2:7]2)[CH2:3]1, predict the reactants needed to synthesize it. The reactants are: [F:1][C:2]1([F:21])[CH2:5][N:4]([CH:6]2[CH2:11][CH2:10][C:9]([C:12]3[C:20]4[C:15](=[CH:16][CH:17]=[CH:18][CH:19]=4)[NH:14][CH:13]=3)=[CH:8][CH2:7]2)[CH2:3]1.F[C:23]1[CH:28]=[CH:27][C:26]([N+:29]([O-:31])=[O:30])=[CH:25][CH:24]=1.C([O-])([O-])=O.[Cs+].[Cs+].O. (7) Given the product [NH:1]1[C:5]2[CH:6]=[CH:7][CH:8]=[C:9]([N:10]3[C:14]4=[N:15][CH:16]=[N:17][C:18]([Cl:22])=[C:13]4[CH:12]=[N:11]3)[C:4]=2[N:3]=[CH:2]1, predict the reactants needed to synthesize it. The reactants are: [NH:1]1[C:5]2[CH:6]=[CH:7][CH:8]=[C:9]([N:10]3[C:14]4=[N:15][CH:16]=[N:17][C:18](O)=[C:13]4[CH:12]=[N:11]3)[C:4]=2[N:3]=[CH:2]1.P(Cl)(Cl)([Cl:22])=O.